This data is from Acute oral toxicity (LD50) regression data from Zhu et al.. The task is: Regression/Classification. Given a drug SMILES string, predict its toxicity properties. Task type varies by dataset: regression for continuous values (e.g., LD50, hERG inhibition percentage) or binary classification for toxic/non-toxic outcomes (e.g., AMES mutagenicity, cardiotoxicity, hepatotoxicity). Dataset: ld50_zhu. (1) The rat oral LD50 is 2.02, given as -log10 of the dose in mol/kg body weight (higher means more acutely toxic). The drug is COC(=O)CCBr. (2) The compound is CNC(=O)ON=C1CCCC1(C)C#N. The rat oral LD50 is 4.04, given as -log10 of the dose in mol/kg body weight (higher means more acutely toxic). (3) The molecule is COCNC(=O)CSP(=S)(OC)OC. The rat oral LD50 is 2.64, given as -log10 of the dose in mol/kg body weight (higher means more acutely toxic). (4) The compound is CCN(CC)CCN. The rat oral LD50 is 1.61, given as -log10 of the dose in mol/kg body weight (higher means more acutely toxic). (5) The drug is CCN(CC)c1nc(C)cc(OP(=S)(OC)OC)n1. The rat oral LD50 is 2.39, given as -log10 of the dose in mol/kg body weight (higher means more acutely toxic). (6) The drug is CC1CNC(C)CN1. The rat oral LD50 is 1.56, given as -log10 of the dose in mol/kg body weight (higher means more acutely toxic). (7) The molecule is O=C(CO)C(O)C(OC1OC(CO)C(O)C(O)C1O)C(O)CO. The rat oral LD50 is 1.14, given as -log10 of the dose in mol/kg body weight (higher means more acutely toxic).